This data is from Forward reaction prediction with 1.9M reactions from USPTO patents (1976-2016). The task is: Predict the product of the given reaction. (1) Given the reactants N(OC(C)(C)C)=O.[CH2:8]([O:10][C:11]([C:13]1[C:22](=[O:23])[C:21]2[C:16](=[N:17][C:18](N)=[C:19]([CH2:24][C:25]3[CH:30]=[CH:29][CH:28]=[C:27]([Cl:31])[C:26]=3[F:32])[CH:20]=2)[N:15]([C@H:34]([C:39]([CH3:47])([CH3:46])[O:40][SiH2:41][C:42]([CH3:45])([CH3:44])[CH3:43])[C:35]([CH3:38])([CH3:37])[CH3:36])[CH:14]=1)=[O:12])[CH3:9].C(Br)(Br)[Br:49], predict the reaction product. The product is: [CH2:8]([O:10][C:11]([C:13]1[C:22](=[O:23])[C:21]2[C:16](=[N:17][C:18]([Br:49])=[C:19]([CH2:24][C:25]3[CH:30]=[CH:29][CH:28]=[C:27]([Cl:31])[C:26]=3[F:32])[CH:20]=2)[N:15]([C@H:34]([C:39]([CH3:47])([CH3:46])[O:40][SiH2:41][C:42]([CH3:45])([CH3:44])[CH3:43])[C:35]([CH3:38])([CH3:37])[CH3:36])[CH:14]=1)=[O:12])[CH3:9]. (2) Given the reactants Cl[CH2:2][CH:3]([CH2:24]Cl)[CH2:4][C:5]1[N:17]=[C:16]2[N:7]([C:8]([NH2:23])=[N:9][C:10]3[C:15]2=[CH:14][CH:13]=[C:12]2[O:18][C:19]([F:22])([F:21])[O:20][C:11]=32)[N:6]=1.[CH:26]1([NH2:30])[CH2:29][CH2:28][CH2:27]1.C(N(CC)C(C)C)(C)C, predict the reaction product. The product is: [CH:26]1([N:30]2[CH2:24][CH:3]([CH2:4][C:5]3[N:17]=[C:16]4[N:7]([C:8]([NH2:23])=[N:9][C:10]5[C:15]4=[CH:14][CH:13]=[C:12]4[O:18][C:19]([F:22])([F:21])[O:20][C:11]=54)[N:6]=3)[CH2:2]2)[CH2:29][CH2:28][CH2:27]1. (3) Given the reactants [C:1]([O:5][C:6]([NH:8][CH2:9][C:10]1([C:25]([OH:27])=[O:26])[CH2:15][CH2:14][N:13]([C:16]2[C:17]3C=[CH:23][NH:22][C:18]=3[N:19]=[CH:20][N:21]=2)[CH2:12][CH2:11]1)=[O:7])([CH3:4])([CH3:3])[CH3:2].ClC1C2C=CNC=2[N:32]=CN=1, predict the reaction product. The product is: [C:1]([O:5][C:6]([NH:8][CH2:9][C:10]1([C:25]([OH:27])=[O:26])[CH2:11][CH2:12][N:13]([C:16]2[N:21]=[CH:20][N:19]=[C:18]3[C:17]=2[N:32]=[CH:23][NH:22]3)[CH2:14][CH2:15]1)=[O:7])([CH3:4])([CH3:3])[CH3:2]. (4) Given the reactants [Br:1][C:2]1[C:6]([CH2:7][CH3:8])=[CH:5][S:4][C:3]=1[CH2:9][CH2:10][C:11]1[CH:16]=[CH:15][N:14]=[C:13]([NH:17]C(=O)OC(C)(C)C)[CH:12]=1.FC(F)(F)C(O)=O, predict the reaction product. The product is: [Br:1][C:2]1[C:6]([CH2:7][CH3:8])=[CH:5][S:4][C:3]=1[CH2:9][CH2:10][C:11]1[CH:16]=[CH:15][N:14]=[C:13]([NH2:17])[CH:12]=1. (5) Given the reactants Br[C:2]1[CH:3]=[CH:4][CH:5]=[C:6]2[C:11]=1[N:10]=[C:9]([C:12]1[CH:17]=[CH:16][C:15]([N:18]3[CH2:23][CH2:22][N:21]([CH3:24])[CH2:20][CH2:19]3)=[CH:14][CH:13]=1)[CH:8]=[N:7]2.[F:25][C:26]1[CH:38]=[C:37](B2OC(C)(C)C(C)(C)O2)[CH:36]=[C:35]([F:48])[C:27]=1[CH2:28][N:29]1[CH2:34][CH2:33][O:32][CH2:31][CH2:30]1.COC1C=CC=C(OC)C=1C1C=CC=CC=1P(C1CCCCC1)C1CCCCC1.[O-]P([O-])([O-])=O.[K+].[K+].[K+], predict the reaction product. The product is: [F:48][C:35]1[CH:36]=[C:37]([C:2]2[CH:3]=[CH:4][CH:5]=[C:6]3[C:11]=2[N:10]=[C:9]([C:12]2[CH:17]=[CH:16][C:15]([N:18]4[CH2:19][CH2:20][N:21]([CH3:24])[CH2:22][CH2:23]4)=[CH:14][CH:13]=2)[CH:8]=[N:7]3)[CH:38]=[C:26]([F:25])[C:27]=1[CH2:28][N:29]1[CH2:30][CH2:31][O:32][CH2:33][CH2:34]1.